This data is from Full USPTO retrosynthesis dataset with 1.9M reactions from patents (1976-2016). The task is: Predict the reactants needed to synthesize the given product. (1) Given the product [Cl:6][C:7]1[CH:12]=[C:11]([Cl:13])[CH:10]=[C:9]([Cl:14])[C:8]=1/[CH:4]=[CH:3]/[C:2](=[O:5])[CH3:1], predict the reactants needed to synthesize it. The reactants are: [CH3:1][C:2](=[O:5])[CH:3]=[CH2:4].[Cl:6][C:7]1[CH:12]=[C:11]([Cl:13])[CH:10]=[C:9]([Cl:14])[C:8]=1I.C(=O)([O-])O.[Na+]. (2) Given the product [C:1]([O:5][C:6](=[O:7])[NH:8][CH:9]([CH2:22][C:23]1[CH:24]=[CH:25][CH:26]=[CH:27][CH:28]=1)[CH2:10][C:29]#[N:30])([CH3:2])([CH3:3])[CH3:4], predict the reactants needed to synthesize it. The reactants are: [C:1]([O:5][C:6]([NH:8][CH:9]([CH2:22][C:23]1[CH:28]=[CH:27][CH:26]=[CH:25][CH:24]=1)[CH2:10]OS(C1C=CC(C)=CC=1)(=O)=O)=[O:7])([CH3:4])([CH3:3])[CH3:2].[C-:29]#[N:30].[Na+]. (3) Given the product [Cl:1][C:2]1[C:7]([N+:10]([O-:12])=[O:11])=[CH:6][N:5]=[C:4]([NH2:8])[C:3]=1[I:9], predict the reactants needed to synthesize it. The reactants are: [Cl:1][C:2]1[CH:7]=[CH:6][N:5]=[C:4]([NH2:8])[C:3]=1[I:9].[N+:10]([O-])([O-:12])=[O:11].[K+].[OH-].[NH4+]. (4) Given the product [CH3:1][O:2][C:3](=[O:9])[C@H:4]([CH:6]([CH3:8])[CH3:7])[NH:5][C:10]([N:11]1[CH2:16][CH2:15][O:14][CH2:13][CH2:12]1)=[O:21], predict the reactants needed to synthesize it. The reactants are: [CH3:1][O:2][C:3](=[O:9])[C@H:4]([CH:6]([CH3:8])[CH3:7])[NH2:5].[CH3:10][N:11]1[CH2:16][CH2:15][O:14][CH2:13][CH2:12]1.[Cl-].N1CC[O:21]CC1. (5) Given the product [C:31]([C:30]1[CH:33]=[C:26]([C:2]2[CH:7]=[N:6][C:5]([C:8]([CH3:17])([CH3:16])[C:9]([NH:11][CH2:12][CH:13]([CH3:15])[CH3:14])=[O:10])=[CH:4][CH:3]=2)[CH:27]=[N:28][CH:29]=1)#[N:32], predict the reactants needed to synthesize it. The reactants are: Br[C:2]1[CH:3]=[CH:4][C:5]([C:8]([CH3:17])([CH3:16])[C:9]([NH:11][CH2:12][CH:13]([CH3:15])[CH3:14])=[O:10])=[N:6][CH:7]=1.CC1(C)C(C)(C)OB([C:26]2[CH:27]=[N:28][CH:29]=[C:30]([CH:33]=2)[C:31]#[N:32])O1.